Dataset: NCI-60 drug combinations with 297,098 pairs across 59 cell lines. Task: Regression. Given two drug SMILES strings and cell line genomic features, predict the synergy score measuring deviation from expected non-interaction effect. (1) Drug 1: CC1C(C(CC(O1)OC2CC(CC3=C2C(=C4C(=C3O)C(=O)C5=C(C4=O)C(=CC=C5)OC)O)(C(=O)C)O)N)O.Cl. Drug 2: CC1=C(C(CCC1)(C)C)C=CC(=CC=CC(=CC(=O)O)C)C. Cell line: K-562. Synergy scores: CSS=23.3, Synergy_ZIP=-13.1, Synergy_Bliss=-9.57, Synergy_Loewe=-7.88, Synergy_HSA=-7.61. (2) Drug 1: C1CCN(CC1)CCOC2=CC=C(C=C2)C(=O)C3=C(SC4=C3C=CC(=C4)O)C5=CC=C(C=C5)O. Drug 2: CC1=C2C(C(=O)C3(C(CC4C(C3C(C(C2(C)C)(CC1OC(=O)C(C(C5=CC=CC=C5)NC(=O)OC(C)(C)C)O)O)OC(=O)C6=CC=CC=C6)(CO4)OC(=O)C)OC)C)OC. Cell line: MDA-MB-435. Synergy scores: CSS=85.5, Synergy_ZIP=19.0, Synergy_Bliss=17.5, Synergy_Loewe=-13.4, Synergy_HSA=13.1. (3) Drug 1: CCC(=C(C1=CC=CC=C1)C2=CC=C(C=C2)OCCN(C)C)C3=CC=CC=C3.C(C(=O)O)C(CC(=O)O)(C(=O)O)O. Drug 2: CC1CCC2CC(C(=CC=CC=CC(CC(C(=O)C(C(C(=CC(C(=O)CC(OC(=O)C3CCCCN3C(=O)C(=O)C1(O2)O)C(C)CC4CCC(C(C4)OC)OCCO)C)C)O)OC)C)C)C)OC. Cell line: SNB-75. Synergy scores: CSS=-1.24, Synergy_ZIP=2.44, Synergy_Bliss=0.891, Synergy_Loewe=-65.8, Synergy_HSA=0.0367. (4) Drug 1: C1CC(C1)(C(=O)O)C(=O)O.[NH2-].[NH2-].[Pt+2]. Drug 2: CCC1(CC2CC(C3=C(CCN(C2)C1)C4=CC=CC=C4N3)(C5=C(C=C6C(=C5)C78CCN9C7C(C=CC9)(C(C(C8N6C)(C(=O)OC)O)OC(=O)C)CC)OC)C(=O)OC)O.OS(=O)(=O)O. Cell line: SR. Synergy scores: CSS=59.4, Synergy_ZIP=-2.02, Synergy_Bliss=2.37, Synergy_Loewe=1.38, Synergy_HSA=2.69. (5) Drug 1: C1=CN(C(=O)N=C1N)C2C(C(C(O2)CO)O)O.Cl. Drug 2: C1CCC(C(C1)N)N.C(=O)(C(=O)[O-])[O-].[Pt+4]. Cell line: HOP-92. Synergy scores: CSS=26.6, Synergy_ZIP=-6.31, Synergy_Bliss=0.0117, Synergy_Loewe=1.94, Synergy_HSA=3.71. (6) Drug 1: CNC(=O)C1=NC=CC(=C1)OC2=CC=C(C=C2)NC(=O)NC3=CC(=C(C=C3)Cl)C(F)(F)F. Drug 2: CC(C)NC(=O)C1=CC=C(C=C1)CNNC.Cl. Cell line: ACHN. Synergy scores: CSS=-9.86, Synergy_ZIP=7.96, Synergy_Bliss=4.94, Synergy_Loewe=-7.42, Synergy_HSA=-7.41. (7) Drug 2: C(CCl)NC(=O)N(CCCl)N=O. Synergy scores: CSS=-8.30, Synergy_ZIP=1.44, Synergy_Bliss=-1.78, Synergy_Loewe=-4.92, Synergy_HSA=-4.94. Cell line: TK-10. Drug 1: CC1=C(C=C(C=C1)NC2=NC=CC(=N2)N(C)C3=CC4=NN(C(=C4C=C3)C)C)S(=O)(=O)N.Cl.